Dataset: Forward reaction prediction with 1.9M reactions from USPTO patents (1976-2016). Task: Predict the product of the given reaction. (1) Given the reactants [CH3:1][C:2]1[N:3]=[C:4]([NH:12][C:13](=[O:15])[CH3:14])[S:5][C:6]=1[C:7]1[CH:11]=[CH:10][S:9][CH:8]=1.[Br:16]N1C(=O)CCC1=O, predict the reaction product. The product is: [Br:16][C:8]1[S:9][CH:10]=[CH:11][C:7]=1[C:6]1[S:5][C:4]([NH:12][C:13](=[O:15])[CH3:14])=[N:3][C:2]=1[CH3:1]. (2) Given the reactants [F:1][C:2]1[CH:7]=[C:6]([N+:8]([O-:10])=[O:9])[C:5](F)=[CH:4][C:3]=1[CH3:12].[CH2:13]([O:20][C:21](=[O:25])[CH2:22][C:23]#[N:24])[C:14]1[CH:19]=[CH:18][CH:17]=[CH:16][CH:15]=1.C(=O)([O-])[O-].[K+].[K+].Cl, predict the reaction product. The product is: [CH2:13]([O:20][C:21](=[O:25])[CH:22]([C:23]#[N:24])[C:5]1[CH:4]=[C:3]([CH3:12])[C:2]([F:1])=[CH:7][C:6]=1[N+:8]([O-:10])=[O:9])[C:14]1[CH:19]=[CH:18][CH:17]=[CH:16][CH:15]=1. (3) Given the reactants [N+:1]([C:4]1[CH:13]=[CH:12][CH:11]=[C:10]2[C:5]=1[CH:6]=[CH:7][C:8](Cl)=[N:9]2)([O-])=O.[F:15][C:16]1[CH:17]=[C:18]([S:23](Cl)(=[O:25])=[O:24])[CH:19]=[C:20]([F:22])[CH:21]=1.[NH2:27][C@H:28]1[C:36]2[C:31](=[CH:32][CH:33]=[CH:34][CH:35]=2)[CH2:30][CH2:29]1, predict the reaction product. The product is: [F:15][C:16]1[CH:17]=[C:18]([S:23]([NH:1][C:4]2[CH:13]=[CH:12][CH:11]=[C:10]3[C:5]=2[CH:6]=[CH:7][C:8]([NH:27][C@H:28]2[C:36]4[C:31](=[CH:32][CH:33]=[CH:34][CH:35]=4)[CH2:30][CH2:29]2)=[N:9]3)(=[O:25])=[O:24])[CH:19]=[C:20]([F:22])[CH:21]=1. (4) Given the reactants C([O:3][C:4](=[O:39])[CH2:5][CH2:6][C:7]1[CH:12]=[CH:11][C:10]([O:13][C:14]2[CH:19]=[C:18]([O:20][C:21]3[CH:26]=[CH:25][C:24]([C:27]([F:30])([F:29])[F:28])=[CH:23][C:22]=3[C:31]3[CH:32]=[N:33][CH:34]=[CH:35][CH:36]=3)[CH:17]=[C:16]([CH3:37])[CH:15]=2)=[CH:9][C:8]=1[CH3:38])C.[OH-].[Na+].Cl, predict the reaction product. The product is: [CH3:38][C:8]1[CH:9]=[C:10]([O:13][C:14]2[CH:19]=[C:18]([O:20][C:21]3[CH:26]=[CH:25][C:24]([C:27]([F:29])([F:30])[F:28])=[CH:23][C:22]=3[C:31]3[CH:32]=[N:33][CH:34]=[CH:35][CH:36]=3)[CH:17]=[C:16]([CH3:37])[CH:15]=2)[CH:11]=[CH:12][C:7]=1[CH2:6][CH2:5][C:4]([OH:39])=[O:3]. (5) Given the reactants [O:1]1[CH:5]=[CH:4][CH:3]=[C:2]1[C:6]1[NH:10][C:9]2[C:11]([O:18]C)=[CH:12][CH:13]=[C:14]([C:15]([OH:17])=[O:16])[C:8]=2[N:7]=1.B(Br)(Br)Br, predict the reaction product. The product is: [O:1]1[CH:5]=[CH:4][CH:3]=[C:2]1[C:6]1[NH:10][C:9]2[C:11]([OH:18])=[CH:12][CH:13]=[C:14]([C:15]([OH:17])=[O:16])[C:8]=2[N:7]=1. (6) Given the reactants C(=O)(O)[O-].[K+].[Cl:6][C:7]1[C:8]([OH:17])=[C:9]([CH:11]=[C:12]([Cl:16])[C:13]=1[CH2:14][CH3:15])[NH2:10].[CH3:18][C:19]([C:23]1[CH:35]=[C:34]([C:36]([CH3:40])([CH3:39])[CH2:37][CH3:38])[CH:33]=[CH:32][C:24]=1[O:25][CH:26]([CH2:30][CH3:31])[C:27](Cl)=[O:28])([CH3:22])[CH2:20][CH3:21], predict the reaction product. The product is: [CH3:22][C:19]([C:23]1[CH:35]=[C:34]([C:36]([CH3:39])([CH3:40])[CH2:37][CH3:38])[CH:33]=[CH:32][C:24]=1[O:25][CH:26]([CH2:30][CH3:31])[C:27]([NH:10][C:9]1[CH:11]=[C:12]([Cl:16])[C:13]([CH2:14][CH3:15])=[C:7]([Cl:6])[C:8]=1[OH:17])=[O:28])([CH3:18])[CH2:20][CH3:21]. (7) Given the reactants [Cl:1][C:2]1[C:8]([C:9]2[N:10]=[C:11]([CH:22]3[CH2:24][CH2:23]3)[S:12][C:13]=2[C:14]2[CH:19]=[CH:18][N:17]=[C:16]([S:20][CH3:21])[N:15]=2)=[CH:7][C:6]([F:25])=[CH:5][C:3]=1[NH2:4].[CH3:26][S:27](Cl)(=[O:29])=[O:28], predict the reaction product. The product is: [Cl:1][C:2]1[C:8]([C:9]2[N:10]=[C:11]([CH:22]3[CH2:24][CH2:23]3)[S:12][C:13]=2[C:14]2[CH:19]=[CH:18][N:17]=[C:16]([S:20][CH3:21])[N:15]=2)=[CH:7][C:6]([F:25])=[CH:5][C:3]=1[NH:4][S:27]([CH3:26])(=[O:29])=[O:28]. (8) Given the reactants O[CH:2]([C:11]1[CH:16]=[CH:15][N:14]=[C:13]([S:17][CH3:18])[N:12]=1)[C:3]1[CH:4]=[C:5]([CH:8]=[CH:9][CH:10]=1)[C:6]#[N:7].C1(P(C2C=CC=CC=2)C2C=CC=CC=2)C=CC=CC=1.C(Cl)(Cl)(Cl)[Cl:39], predict the reaction product. The product is: [Cl:39][CH:2]([C:11]1[CH:16]=[CH:15][N:14]=[C:13]([S:17][CH3:18])[N:12]=1)[C:3]1[CH:4]=[C:5]([CH:8]=[CH:9][CH:10]=1)[C:6]#[N:7]. (9) Given the reactants CCN([CH:7]([CH3:9])[CH3:8])C(C)C.Cl.[NH2:11][C@H:12]1[CH2:17][CH2:16][C@H:15]([OH:18])[CH2:14][CH2:13]1.O=[CH:20][CH2:21][C:22]1([C:31]([O:33][CH2:34][CH3:35])=[O:32])[CH2:27][CH2:26][CH2:25][N:24]([C:28]([O-:30])=[O:29])[CH2:23]1.[C:36](O[BH-](OC(=O)C)OC(=O)C)(=O)C.[Na+], predict the reaction product. The product is: [OH:18][C@@H:15]1[CH2:16][CH2:17][C@H:12]([NH:11][CH2:20][CH2:21][C:22]2([C:31]([O:33][CH2:34][CH3:35])=[O:32])[CH2:27][CH2:26][CH2:25][N:24]([C:28]([O:30][C:7]([CH3:9])([CH3:36])[CH3:8])=[O:29])[CH2:23]2)[CH2:13][CH2:14]1. (10) Given the reactants [F:1][C:2]1[C:3]([C:9]2[N:10]([CH:15]([CH3:17])[CH3:16])[C:11]([CH3:14])=[N:12][CH:13]=2)=[N:4][C:5]([NH2:8])=[N:6][CH:7]=1.Br[C:19]1[CH:33]=[CH:32][C:22]([C:23]([N:25]2[CH2:30][CH2:29][N:28]([CH3:31])[CH2:27][CH2:26]2)=[O:24])=[C:21]([S:34]([CH3:37])(=[O:36])=[O:35])[CH:20]=1.CC(C)([O-])C.[Na+].CC(C1C=C(C(C)C)C(C2C=CC=CC=2P(C2CCCCC2)C2CCCCC2)=C(C(C)C)C=1)C.[ClH:78].CCOCC, predict the reaction product. The product is: [ClH:78].[F:1][C:2]1[C:3]([C:9]2[N:10]([CH:15]([CH3:17])[CH3:16])[C:11]([CH3:14])=[N:12][CH:13]=2)=[N:4][C:5]([NH:8][C:19]2[CH:33]=[CH:32][C:22]([C:23]([N:25]3[CH2:26][CH2:27][N:28]([CH3:31])[CH2:29][CH2:30]3)=[O:24])=[C:21]([S:34]([CH3:37])(=[O:35])=[O:36])[CH:20]=2)=[N:6][CH:7]=1.